Dataset: Reaction yield outcomes from USPTO patents with 853,638 reactions. Task: Predict the reaction yield, written as a fraction of the theoretical maximum amount of product (1.0 means a 100% yield; for example, 0.34 means a 34% yield). (1) The reactants are CO.[Li+].[BH4-].C([O:7][C:8]([C:10]1[CH:18]=[C:13]2[CH2:14][CH2:15][CH2:16][CH2:17][N:12]2[N:11]=1)=O)C. The catalyst is C1COCC1. The product is [N:11]1[N:12]2[CH2:17][CH2:16][CH2:15][CH2:14][C:13]2=[CH:18][C:10]=1[CH2:8][OH:7]. The yield is 0.950. (2) The reactants are FC(F)(F)C(O)=O.[Br:8][C:9]1[CH:10]=[C:11]2[C:21](=[N:22][CH:23]=1)[NH:20][C:19](=[O:24])[C:13]1([CH2:18][CH2:17][NH:16][CH2:15][CH2:14]1)[CH2:12]2.C(N(CC)CC)C.[N:32]1([C:36](OC2C=CC=CC=2)=[O:37])[CH2:35][CH2:34][CH2:33]1. The catalyst is CS(C)=O. The product is [N:32]1([C:36]([N:16]2[CH2:17][CH2:18][C:13]3([CH2:12][C:11]4[C:21](=[N:22][CH:23]=[C:9]([Br:8])[CH:10]=4)[NH:20][C:19]3=[O:24])[CH2:14][CH2:15]2)=[O:37])[CH2:35][CH2:34][CH2:33]1. The yield is 0.320. (3) The reactants are Cl[C:2]([O:4][CH3:5])=[O:3].[C:6]([C:8]1[CH:9]=[C:10]([NH:14][C:15]([C:17]2[CH:18]=[C:19]([C:24]3[CH:29]=[CH:28][C:27]([F:30])=[CH:26][C:25]=3[F:31])[CH:20]=[CH:21]C=2O)=[O:16])[CH:11]=[CH:12][CH:13]=1)#[CH:7].Cl. The catalyst is O1CCCC1.N1C=CC=CC=1. The product is [F:31][C:25]1[CH:26]=[C:27]([F:30])[CH:28]=[CH:29][C:24]=1[C:19]1[CH:20]=[CH:21][C:5]2[O:4][C:2](=[O:3])[N:14]([C:10]3[CH:11]=[CH:12][CH:13]=[C:8]([C:6]#[CH:7])[CH:9]=3)[C:15](=[O:16])[C:17]=2[CH:18]=1. The yield is 0.140. (4) The reactants are [CH:1]1([O:6][C:7]2[C:8]([O:22][CH3:23])=[CH:9][C:10]([CH:20]=[O:21])=[C:11]([CH:19]=2)[C:12]([N:14]([CH2:17][CH3:18])[CH2:15][CH3:16])=[O:13])[CH2:5][CH2:4][CH2:3][CH2:2]1.[CH2:24]([Mg]Br)[CH3:25]. No catalyst specified. The product is [CH2:15]([N:14]([CH2:17][CH3:18])[C:12](=[O:13])[C:11]1[CH:19]=[C:7]([O:6][CH:1]2[CH2:2][CH2:3][CH2:4][CH2:5]2)[C:8]([O:22][CH3:23])=[CH:9][C:10]=1[CH:20]([OH:21])[CH2:24][CH3:25])[CH3:16]. The yield is 0.760. (5) The reactants are [Cl:1][C:2]1[CH:3]=[C:4]2[CH:10]=[CH:9][NH:8][C:5]2=[N:6][CH:7]=1.[H-].[Na+].[CH3:13][C:14]([Si:17](Cl)([CH3:19])[CH3:18])([CH3:16])[CH3:15].[Cl-].[NH4+]. The catalyst is C1COCC1. The product is [C:14]([Si:17]([CH3:19])([CH3:18])[N:8]1[C:5]2=[N:6][CH:7]=[C:2]([Cl:1])[CH:3]=[C:4]2[CH:10]=[CH:9]1)([CH3:16])([CH3:15])[CH3:13]. The yield is 0.820. (6) The reactants are Cl.[NH:2]1[CH2:5][CH:4]([OH:6])[CH2:3]1.CC([O-])(C)C.[K+].CS(C)=O.[C:17]([O:21][C:22]([N:24]1[CH2:29][CH2:28][CH:27]([C:30]2[C:39]3[C:34](=[CH:35][C:36](F)=[CH:37][CH:38]=3)[N:33]=[CH:32][N:31]=2)[CH2:26][CH2:25]1)=[O:23])([CH3:20])([CH3:19])[CH3:18]. The catalyst is O. The product is [C:17]([O:21][C:22]([N:24]1[CH2:29][CH2:28][CH:27]([C:30]2[C:39]3[C:34](=[CH:35][C:36]([O:6][CH:4]4[CH2:5][NH:2][CH2:3]4)=[CH:37][CH:38]=3)[N:33]=[CH:32][N:31]=2)[CH2:26][CH2:25]1)=[O:23])([CH3:20])([CH3:18])[CH3:19]. The yield is 1.06.